Dataset: Forward reaction prediction with 1.9M reactions from USPTO patents (1976-2016). Task: Predict the product of the given reaction. Given the reactants [NH2:1][C:2]1[N:7]=[CH:6][C:5]([CH:8]2[CH2:13][CH2:12][N:11]([C:14]([O:16][C:17]([CH3:20])([CH3:19])[CH3:18])=[O:15])[CH2:10][CH2:9]2)=[CH:4][C:3]=1Br.[B:22]1([B:22]2[O:26][C:25]([CH3:28])([CH3:27])[C:24]([CH3:30])([CH3:29])[O:23]2)[O:26][C:25]([CH3:28])([CH3:27])[C:24]([CH3:30])([CH3:29])[O:23]1.C([O-])(=O)C.[K+], predict the reaction product. The product is: [NH2:1][C:2]1[N:7]=[CH:6][C:5]([CH:8]2[CH2:13][CH2:12][N:11]([C:14]([O:16][C:17]([CH3:20])([CH3:19])[CH3:18])=[O:15])[CH2:10][CH2:9]2)=[CH:4][C:3]=1[B:22]1[O:26][C:25]([CH3:28])([CH3:27])[C:24]([CH3:30])([CH3:29])[O:23]1.